From a dataset of Drug-target binding data from BindingDB using IC50 measurements. Regression. Given a target protein amino acid sequence and a drug SMILES string, predict the binding affinity score between them. We predict pIC50 (pIC50 = -log10(IC50 in M); higher means more potent). Dataset: bindingdb_ic50. The small molecule is O=C(NCB(O)O)c1c(F)cccc1F. The target protein (P59676) has sequence MKWTKRVIRYATKNRKSPAENRRRVGKSLSLLSVFVFAIFLVNFAVIIGTGTRFGTDLAKEAKKVHQTTRTVPAKRGTIYDRNGVPIAEDATSYNVYAVIDENYKSATGKILYVEKTQFNKVAEVFHKYLDMEESYVREQLSQPNLKQVSFGAKGNGITYANMMSIKKELEAAEVKGIDFTTSPNRSYPNGQFASSFIGLAQLHENEDGSKSLLGTSGMESSLNSILAGTDGIITYEKDRLGNIVPGTEQVSQRTMDGKDVYTTISSPLQSFMETQMDAFQEKVKGKYMTATLVSAKTGEILATTQRPTFDADTKEGITEDFVWRDILYQSNYEPGSTMKVMMLAAAIDNNTFPGGEVFNSSELKIADATIRDWDVNEGLTGGRMMTFSQGFAHSSNVGMTLLEQKMGDATWLDYLNRFKFGVPTRFGLTDEYAGQLPADNIVNIAQSSFGQGISVTQTQMIRAFTAIANDGVMLEPKFISAIYDPNDQTARKSQKEIVG.... The pIC50 is 3.0.